The task is: Predict which catalyst facilitates the given reaction.. This data is from Catalyst prediction with 721,799 reactions and 888 catalyst types from USPTO. Reactant: [CH3:1][C:2]1[C:10]([O:11][C@@H:12]2[CH2:17][CH2:16][CH2:15][C@H:14]([NH:18][C:19]3[CH:24]=[CH:23][CH:22]=[CH:21][CH:20]=3)[CH2:13]2)=[CH:9][CH:8]=[C:7]2[C:3]=1[CH:4]=[N:5][N:6]2C1CCCCO1.Cl.O1CCOCC1. Product: [CH3:1][C:2]1[C:10]([O:11][C@@H:12]2[CH2:17][CH2:16][CH2:15][C@H:14]([NH:18][C:19]3[CH:20]=[CH:21][CH:22]=[CH:23][CH:24]=3)[CH2:13]2)=[CH:9][CH:8]=[C:7]2[C:3]=1[CH:4]=[N:5][NH:6]2. The catalyst class is: 32.